Predict the reaction yield, written as a fraction of the theoretical maximum amount of product (1.0 means a 100% yield; for example, 0.34 means a 34% yield). From a dataset of Reaction yield outcomes from USPTO patents with 853,638 reactions. (1) The reactants are [OH-].[Li+].[C:3]([O:7][C:8]([N:10]([O:29]C(OC(C)(C)C)=O)[C:11]1([CH3:28])[C:15](=[O:16])[N:14]([CH3:17])[N:13]=[C:12]1[C:18]1[CH:27]=[CH:26][C:21]([C:22]([O:24]C)=[O:23])=[CH:20][CH:19]=1)=[O:9])([CH3:6])([CH3:5])[CH3:4]. The catalyst is O.C1COCC1. The product is [C:3]([O:7][C:8]([N:10]([OH:29])[C:11]1([CH3:28])[C:15](=[O:16])[N:14]([CH3:17])[N:13]=[C:12]1[C:18]1[CH:19]=[CH:20][C:21]([C:22]([OH:24])=[O:23])=[CH:26][CH:27]=1)=[O:9])([CH3:6])([CH3:4])[CH3:5]. The yield is 0.250. (2) The reactants are [C:1]([C:3]1[CH:4]=[C:5]([N:12]([S:17]([CH3:20])(=[O:19])=[O:18])[S:13]([CH3:16])(=[O:15])=[O:14])[CH:6]=[C:7]([N+:9]([O-])=O)[CH:8]=1)#[N:2]. The catalyst is CO.CCOC(C)=O.[Pd]. The product is [NH2:9][C:7]1[CH:6]=[C:5]([N:12]([S:13]([CH3:16])(=[O:15])=[O:14])[S:17]([CH3:20])(=[O:18])=[O:19])[CH:4]=[C:3]([C:1]#[N:2])[CH:8]=1. The yield is 0.990. (3) The reactants are [Cl:1][C:2]1[CH:3]=[C:4]2[C:8](=[CH:9][C:10]=1[Cl:11])[NH:7][CH:6]=[C:5]2[C:12](=[O:17])[C:13]([F:16])([F:15])[F:14].[H-].[Na+].[CH3:20][N:21]([CH2:23][C:24](Cl)=O)[CH3:22].CN(C=[O:31])C. No catalyst specified. The product is [Cl:1][C:2]1[CH:3]=[C:4]2[C:8](=[CH:9][C:10]=1[Cl:11])[N:7]([CH2:24][C:23]([N:21]([CH3:22])[CH3:20])=[O:31])[CH:6]=[C:5]2[C:12](=[O:17])[C:13]([F:14])([F:15])[F:16]. The yield is 0.780.